From a dataset of Forward reaction prediction with 1.9M reactions from USPTO patents (1976-2016). Predict the product of the given reaction. Given the reactants Br[C:2]1[CH:7]=[CH:6][C:5]([CH:8]2[CH2:12][CH2:11][CH2:10][N:9]2[CH3:13])=[CH:4][CH:3]=1.[Li]CCCC.CN([CH:22]=[O:23])C, predict the reaction product. The product is: [CH3:13][N:9]1[CH2:10][CH2:11][CH2:12][CH:8]1[C:5]1[CH:6]=[CH:7][C:2]([CH:22]=[O:23])=[CH:3][CH:4]=1.